From a dataset of Catalyst prediction with 721,799 reactions and 888 catalyst types from USPTO. Predict which catalyst facilitates the given reaction. The catalyst class is: 24. Product: [CH:10]1[C:11]2[C:16](=[CH:15][CH:14]=[CH:13][CH:12]=2)[CH:17]=[CH:18][C:9]=1[CH:1]([C:2]1[CH:3]=[CH:4][CH:5]=[CH:6][CH:7]=1)[OH:8]. Reactant: [C:1]([C:9]1[C:18]2[C:13](=[CH:14][CH:15]=[CH:16][CH:17]=2)[CH:12]=[CH:11][CH:10]=1)(=[O:8])[C:2]1[CH:7]=[CH:6][CH:5]=[CH:4][CH:3]=1.[BH4-].[Na+].